This data is from Peptide-MHC class I binding affinity with 185,985 pairs from IEDB/IMGT. The task is: Regression. Given a peptide amino acid sequence and an MHC pseudo amino acid sequence, predict their binding affinity value. This is MHC class I binding data. (1) The peptide sequence is LNCLTLLLSV. The MHC is HLA-A02:01 with pseudo-sequence HLA-A02:01. The binding affinity (normalized) is 0.408. (2) The peptide sequence is KALGPAATL. The MHC is HLA-B08:01 with pseudo-sequence HLA-B08:01. The binding affinity (normalized) is 0.212.